Dataset: Catalyst prediction with 721,799 reactions and 888 catalyst types from USPTO. Task: Predict which catalyst facilitates the given reaction. (1) Reactant: C(OC([N:8]1[CH2:13][CH2:12][C@H:11]([C:14]2[CH:15]=[C:16]([C:20]3[CH:25]=[CH:24][CH:23]=[C:22]([OH:26])[CH:21]=3)[CH:17]=[CH:18][CH:19]=2)[C@@H:10]([O:27][CH2:28][C:29]2[CH:38]=[CH:37][C:36]3[C:31](=[CH:32][CH:33]=[CH:34][CH:35]=3)[CH:30]=2)[CH2:9]1)=O)(C)(C)C.[CH3:39][O:40][CH2:41][CH2:42][Cl:43].C([O-])([O-])=O.[K+].[K+].Cl. Product: [ClH:43].[CH3:39][O:40][CH2:41][CH2:42][O:26][C:22]1[CH:21]=[C:20]([C:16]2[CH:17]=[CH:18][CH:19]=[C:14]([C@H:11]3[CH2:12][CH2:13][NH:8][CH2:9][C@@H:10]3[O:27][CH2:28][C:29]3[CH:38]=[CH:37][C:36]4[C:31](=[CH:32][CH:33]=[CH:34][CH:35]=4)[CH:30]=3)[CH:15]=2)[CH:25]=[CH:24][CH:23]=1. The catalyst class is: 44. (2) Reactant: [NH2:1][C:2]1[CH:7]=[CH:6][C:5]([C:8]([F:11])([F:10])[F:9])=[CH:4][N:3]=1.[Cl:12][C:13]1[C:14]([C:23](O)=[O:24])=[N:15][CH:16]=[C:17]([C:19]([F:22])([F:21])[F:20])[CH:18]=1.CCN=C=NCCCN(C)C.Cl.C1C=CC2N(O)N=NC=2C=1.C(=O)(O)[O-].[Na+]. Product: [Cl:12][C:13]1[C:14]([C:23]([NH:1][C:2]2[CH:7]=[CH:6][C:5]([C:8]([F:9])([F:11])[F:10])=[CH:4][N:3]=2)=[O:24])=[N:15][CH:16]=[C:17]([C:19]([F:22])([F:20])[F:21])[CH:18]=1. The catalyst class is: 17. (3) Reactant: [OH-].[Na+].C[O:4][C:5](=[O:40])[CH2:6][C:7]1[CH:8]=[N:9][CH:10]=[C:11]([C:13]2[CH:18]=[CH:17][C:16]([C:19]([CH2:38][CH3:39])([C:22]3[CH:27]=[CH:26][C:25]([CH2:28][CH2:29][C:30]4([OH:36])[CH2:35][CH2:34][CH2:33][CH2:32][CH2:31]4)=[C:24]([CH3:37])[CH:23]=3)[CH2:20][CH3:21])=[CH:15][CH:14]=2)[CH:12]=1.[Cl-].[NH4+]. Product: [CH2:20]([C:19]([C:16]1[CH:15]=[CH:14][C:13]([C:11]2[CH:12]=[C:7]([CH2:6][C:5]([OH:40])=[O:4])[CH:8]=[N:9][CH:10]=2)=[CH:18][CH:17]=1)([C:22]1[CH:27]=[CH:26][C:25]([CH2:28][CH2:29][C:30]2([OH:36])[CH2:31][CH2:32][CH2:33][CH2:34][CH2:35]2)=[C:24]([CH3:37])[CH:23]=1)[CH2:38][CH3:39])[CH3:21]. The catalyst class is: 5. (4) Reactant: [C:1]([O:5][C:6]([N:8]1[CH2:12][C@H:11]([O:13]CC2C=CC=CC=2)[CH2:10][C@@H:9]1[C@H:21]1[O:25][C:24]([CH3:27])([CH3:26])[N:23]([C:28](=[O:30])[CH3:29])[C@H:22]1[CH2:31][C:32]1[CH:37]=[C:36]([F:38])[CH:35]=[C:34]([F:39])[CH:33]=1)=[O:7])([CH3:4])([CH3:3])[CH3:2].[H][H]. Product: [C:1]([O:5][C:6]([N:8]1[CH2:12][C@H:11]([OH:13])[CH2:10][C@@H:9]1[C@H:21]1[O:25][C:24]([CH3:26])([CH3:27])[N:23]([C:28](=[O:30])[CH3:29])[C@H:22]1[CH2:31][C:32]1[CH:33]=[C:34]([F:39])[CH:35]=[C:36]([F:38])[CH:37]=1)=[O:7])([CH3:2])([CH3:3])[CH3:4]. The catalyst class is: 43.